This data is from Full USPTO retrosynthesis dataset with 1.9M reactions from patents (1976-2016). The task is: Predict the reactants needed to synthesize the given product. Given the product [NH2:1][CH2:4][CH:5]([O:33][CH3:34])[CH2:6][N:7]1[C:16]2[CH:15]=[C:14]3[CH2:17][CH2:18][CH2:19][CH2:20][C:13]3=[CH:12][C:11]=2[C:10]2=[N:21][NH:22][C:23]([CH3:24])=[C:9]2[C:8]1=[O:32], predict the reactants needed to synthesize it. The reactants are: [N:1]([CH2:4][CH:5]([O:33][CH3:34])[CH2:6][N:7]1[C:16]2[CH:15]=[C:14]3[CH2:17][CH2:18][CH2:19][CH2:20][C:13]3=[CH:12][C:11]=2[C:10]2=[N:21][N:22](CC3C=CC=CC=3)[C:23]([CH3:24])=[C:9]2[C:8]1=[O:32])=[N+]=[N-].